This data is from Reaction yield outcomes from USPTO patents with 853,638 reactions. The task is: Predict the reaction yield, written as a fraction of the theoretical maximum amount of product (1.0 means a 100% yield; for example, 0.34 means a 34% yield). The product is [N+:1]([C:4]1[CH:5]=[C:6]2[C:7](=[CH:8][CH:9]=1)[N:10]=[CH:13][CH:12]=[N:11]2)([O-:3])=[O:2]. The catalyst is CCO. The yield is 0.970. The reactants are [N+:1]([C:4]1[CH:5]=[C:6]([NH2:11])[C:7]([NH2:10])=[CH:8][CH:9]=1)([O-:3])=[O:2].[CH:12](=O)[CH:13]=O.